Predict which catalyst facilitates the given reaction. From a dataset of Catalyst prediction with 721,799 reactions and 888 catalyst types from USPTO. (1) Product: [Cl:1][C:2]1[CH:7]=[CH:6][N:5]=[C:4]([C:8](=[O:9])[CH3:14])[CH:3]=1. The catalyst class is: 1. Reactant: [Cl:1][C:2]1[CH:7]=[CH:6][N:5]=[C:4]([C:8](N(OC)C)=[O:9])[CH:3]=1.[CH3:14][Mg+].[Br-]. (2) Reactant: [Br:1][C:2]1[CH:7]=[CH:6][CH:5]=[C:4]([CH3:8])[N:3]=1.[CH:9]([N-]C(C)C)(C)C.[Li+].IC. Product: [Br:1][C:2]1[CH:7]=[CH:6][CH:5]=[C:4]([CH2:8][CH3:9])[N:3]=1. The catalyst class is: 1.